Dataset: Catalyst prediction with 721,799 reactions and 888 catalyst types from USPTO. Task: Predict which catalyst facilitates the given reaction. (1) Reactant: C([C:3]1[C:8]2[O:9][C@:10]([CH2:14][O:15][S:16]([C:19]3[CH:24]=[CH:23][C:22]([CH3:25])=[CH:21][CH:20]=3)(=[O:18])=[O:17])([CH3:13])[CH2:11][O:12][C:7]=2[CH:6]=[CH:5][CH:4]=1)=O.C1C=C(Cl)C=C(C(OO)=[O:34])C=1.[OH-].[Na+].Cl. Product: [OH:34][C:3]1[C:8]2[O:9][C@:10]([CH2:14][O:15][S:16]([C:19]3[CH:24]=[CH:23][C:22]([CH3:25])=[CH:21][CH:20]=3)(=[O:17])=[O:18])([CH3:13])[CH2:11][O:12][C:7]=2[CH:6]=[CH:5][CH:4]=1. The catalyst class is: 61. (2) The catalyst class is: 2. Reactant: [Cl:1][C:2]1[CH:3]=[C:4]([NH:9][C:10]2[C:11]3[CH:19]=[C:18]([NH:20]CC4C=CC(OC)=CC=4)[N:17]=[CH:16][C:12]=3[N:13]=[CH:14][N:15]=2)[CH:5]=[CH:6][C:7]=1[Cl:8].FC(F)(F)C(O)=O.C1(OC)C=CC=CC=1. Product: [Cl:1][C:2]1[CH:3]=[C:4]([NH:9][C:10]2[C:11]3[CH:19]=[C:18]([NH2:20])[N:17]=[CH:16][C:12]=3[N:13]=[CH:14][N:15]=2)[CH:5]=[CH:6][C:7]=1[Cl:8]. (3) The catalyst class is: 6. Reactant: [CH3:1][CH:2]([CH3:39])[C:3]([O:5][C@H:6]([O:10][C:11]([O:13]N1C(=O)[C@@H](OC(=O)C2C=CC=CC=2)[C@H](OC(=O)C2C=CC=CC=2)C1=O)=O)[CH:7]([CH3:9])[CH3:8])=[O:4].[NH2:40][CH2:41][CH2:42][CH2:43][S:44]([OH:46])=[O:45].C1COCC1. Product: [C:3]([O:5][C@H:6]([O:10][C:11]([NH:40][CH2:41][CH2:42][CH2:43][S:44]([OH:46])=[O:45])=[O:13])[CH:7]([CH3:8])[CH3:9])(=[O:4])[CH:2]([CH3:1])[CH3:39]. (4) Reactant: F[C:2]1[CH:3]=[C:4]([CH:7]=[CH:8][C:9]=1[N+:10]([O-:12])=[O:11])[C:5]#[N:6].[C:13]1([C@@H:19]2[C@@H:23]([C:24]3[CH:29]=[CH:28][CH:27]=[CH:26][CH:25]=3)[O:22][C:21]3([CH2:34][CH2:33][CH2:32][C@H:31]([CH2:35][NH2:36])[CH2:30]3)[O:20]2)[CH:18]=[CH:17][CH:16]=[CH:15][CH:14]=1.C(=O)([O-])[O-].[K+].[K+].C(Cl)Cl. Product: [C:13]1([C@@H:19]2[C@@H:23]([C:24]3[CH:25]=[CH:26][CH:27]=[CH:28][CH:29]=3)[O:22][C:21]3([CH2:34][CH2:33][CH2:32][C@H:31]([CH2:35][NH:36][C:2]4[CH:3]=[C:4]([CH:7]=[CH:8][C:9]=4[N+:10]([O-:12])=[O:11])[C:5]#[N:6])[CH2:30]3)[O:20]2)[CH:14]=[CH:15][CH:16]=[CH:17][CH:18]=1. The catalyst class is: 382. (5) Reactant: [CH:1]([C:3]1[CH:8]=[CH:7][C:6]([NH:9][C:10]2[N:15]=[C:14]([C:16]3[CH:17]=[CH:18][C:19]([O:24][CH:25]4[CH2:30][CH2:29][O:28][CH2:27][CH2:26]4)=[C:20]([CH:23]=3)[C:21]#[N:22])[CH:13]=[CH:12][N:11]=2)=[CH:5][CH:4]=1)=O.OCC1C=CC(NC2N=C(C3C=C[C:57]([O:58][CH:59]4[CH2:60][CH2:59][O:58][CH2:57][CH2:60]4)=C(C=3)C#N)C=CN=2)=CC=1.CC#[N:63]. Product: [CH3:57][O:58][CH2:59][CH2:60][NH:63][CH2:1][C:3]1[CH:8]=[CH:7][C:6]([NH:9][C:10]2[N:15]=[C:14]([C:16]3[CH:17]=[CH:18][C:19]([O:24][CH:25]4[CH2:26][CH2:27][O:28][CH2:29][CH2:30]4)=[C:20]([CH:23]=3)[C:21]#[N:22])[CH:13]=[CH:12][N:11]=2)=[CH:5][CH:4]=1. The catalyst class is: 697.